This data is from Full USPTO retrosynthesis dataset with 1.9M reactions from patents (1976-2016). The task is: Predict the reactants needed to synthesize the given product. (1) Given the product [CH3:23][CH2:22][CH2:21][CH2:20][CH2:19][C:18]1[CH:17]=[C:15]([OH:16])[C:14]2[C@@H:3]3[CH:2]=[C:1]([CH3:11])[CH2:6][CH2:5][C@H:4]3[C:7]([CH3:9])([CH3:8])[O:10][C:13]=2[CH:24]=1, predict the reactants needed to synthesize it. The reactants are: [C:1]1(O)([CH3:11])[CH2:6][CH2:5][CH:4]([C:7]([OH:10])([CH3:9])[CH3:8])[CH:3]=[CH:2]1.[C:13]1(O)[CH:24]=[C:18]([CH2:19][CH2:20][CH2:21][CH2:22][CH3:23])[CH:17]=[C:15]([OH:16])[CH:14]=1. (2) Given the product [CH:27]([C:21]1[C:22](=[O:23])[N:15]2[N:14]=[CH:13][C:12]([N:10]3[CH:11]=[C:7]([C:2]4[CH:3]=[CH:4][CH:5]=[CH:6][N:1]=4)[N:8]=[CH:9]3)=[C:16]2[NH:17][C:18]=1[CH3:19])([CH3:29])[CH3:28], predict the reactants needed to synthesize it. The reactants are: [N:1]1[CH:6]=[CH:5][CH:4]=[CH:3][C:2]=1[C:7]1[N:8]=[CH:9][N:10]([C:12]2[CH:13]=[N:14][NH:15][C:16]=2[NH2:17])[CH:11]=1.[C:18]([CH:21]([CH:27]([CH3:29])[CH3:28])[C:22](OCC)=[O:23])(=O)[CH3:19]. (3) Given the product [Cl:17][C:5]1[C:4]2[C:9](=[CH:10][C:11]([C:12]#[N:13])=[C:2]([F:1])[CH:3]=2)[N:8]=[CH:7][N:6]=1, predict the reactants needed to synthesize it. The reactants are: [F:1][C:2]1[CH:3]=[C:4]2[C:9](=[CH:10][C:11]=1[C:12]#[N:13])[N:8]=[CH:7][NH:6][C:5]2=O.O=P(Cl)(Cl)[Cl:17].O. (4) Given the product [CH3:1][O:2][C:3]1[CH:11]=[C:10]2[C:6]([C:7]([CH2:13][NH:17][CH3:16])=[CH:8][N:9]2[CH3:12])=[CH:5][CH:4]=1, predict the reactants needed to synthesize it. The reactants are: [CH3:1][O:2][C:3]1[CH:11]=[C:10]2[C:6]([C:7]([CH:13]=O)=[CH:8][N:9]2[CH3:12])=[CH:5][CH:4]=1.C[C:16]1[NH:17]C2C(C=1C=O)=CC=CC=2. (5) Given the product [N+:2]([C:5]1[CH:12]=[CH:11][CH:10]=[C:9]([O:13][CH2:14][CH:15]2[CH2:19][CH2:18][N:17]([C:20](=[O:23])[CH2:21][CH3:22])[CH2:16]2)[C:6]=1[C:7]#[N:8])([O-:4])=[O:3], predict the reactants needed to synthesize it. The reactants are: Cl.[N+:2]([C:5]1[CH:12]=[CH:11][CH:10]=[C:9]([O:13][CH2:14][CH:15]2[CH2:19][CH2:18][NH:17][CH2:16]2)[C:6]=1[C:7]#[N:8])([O-:4])=[O:3].[C:20](Cl)(=[O:23])[CH2:21][CH3:22]. (6) The reactants are: [CH:1]([N:4]1[CH2:14][CH:13]2[CH2:15][CH:6]([C:7]3[C:12]2=[CH:11][C:10]([NH2:16])=[CH:9][CH:8]=3)[CH2:5]1)([CH3:3])[CH3:2].Cl[C:18]1[N:23]=[C:22]([NH:24][C:25]2[CH:30]=[CH:29][CH:28]=[CH:27][C:26]=2[S:31]([NH:34][CH3:35])(=[O:33])=[O:32])[C:21]([Cl:36])=[CH:20][N:19]=1.Cl.O1CCOCC1.[Na]. Given the product [Cl:36][C:21]1[C:22]([NH:24][C:25]2[CH:30]=[CH:29][CH:28]=[CH:27][C:26]=2[S:31]([NH:34][CH3:35])(=[O:33])=[O:32])=[N:23][C:18]([NH:16][C:10]2[CH:11]=[C:12]3[C:7](=[CH:8][CH:9]=2)[CH:6]2[CH2:15][CH:13]3[CH2:14][N:4]([CH:1]([CH3:3])[CH3:2])[CH2:5]2)=[N:19][CH:20]=1, predict the reactants needed to synthesize it. (7) The reactants are: [CH:1]12[N:8]([C:9]3[O:10][C:11]4[CH:17]=[CH:16][CH:15]=[CH:14][C:12]=4[N:13]=3)[CH2:7][CH:6]1[CH2:5][CH2:4][NH:3][CH2:2]2.[C@@H]12N(C3C=NC4C(=CC=CC=4)N=3)C[C@@H]1CCNC2.[CH3:36][O:37][C:38]1[CH:46]=[CH:45][CH:44]=[C:43]([O:47][CH3:48])[C:39]=1[C:40](Cl)=[O:41].C1(C2C=CC=CC=2)C(C(Cl)=O)=CC=CC=1. Given the product [O:10]1[C:11]2[CH:17]=[CH:16][CH:15]=[CH:14][C:12]=2[N:13]=[C:9]1[N:8]1[CH:1]2[CH:6]([CH2:5][CH2:4][N:3]([C:40]([C:39]3[C:43]([O:47][CH3:48])=[CH:44][CH:45]=[CH:46][C:38]=3[O:37][CH3:36])=[O:41])[CH2:2]2)[CH2:7]1, predict the reactants needed to synthesize it. (8) Given the product [C:3]([O:7][C:8](=[O:26])[CH2:9][C@H:10]([NH:15][C:16]([O:18][CH2:19][C:20]1[CH:25]=[CH:24][CH:23]=[CH:22][CH:21]=1)=[O:17])[C:11](=[O:14])[CH2:12][O:37][C:29]1[C:30]([F:36])=[C:31]([F:35])[CH:32]=[C:33]([F:34])[C:28]=1[F:27])([CH3:6])([CH3:5])[CH3:4], predict the reactants needed to synthesize it. The reactants are: [F-].[K+].[C:3]([O:7][C:8](=[O:26])[CH2:9][C@H:10]([NH:15][C:16]([O:18][CH2:19][C:20]1[CH:25]=[CH:24][CH:23]=[CH:22][CH:21]=1)=[O:17])[C:11](=[O:14])[CH2:12]Br)([CH3:6])([CH3:5])[CH3:4].[F:27][C:28]1[C:33]([F:34])=[CH:32][C:31]([F:35])=[C:30]([F:36])[C:29]=1[OH:37].